This data is from Catalyst prediction with 721,799 reactions and 888 catalyst types from USPTO. The task is: Predict which catalyst facilitates the given reaction. (1) Reactant: FC1C(C)=NC2C(N=1)=C([C:12]1[NH:20][C:19]3[CH2:18][CH2:17][NH:16][C:15](=[O:21])[C:14]=3[CH:13]=1)C=CC=2.CC(N)(C)CN. Product: [NH:20]1[C:19]2[CH2:18][CH2:17][NH:16][C:15](=[O:21])[C:14]=2[CH:13]=[CH:12]1. The catalyst class is: 16. (2) Reactant: FC(F)(F)S(O[C:7]1[CH:16]=[CH:15][CH:14]=[C:13]2[C:8]=1[CH:9]=[CH:10][C:11]([CH3:17])=[N:12]2)(=O)=O.[C:20](=[O:23])([O-])[O-:21].[K+].[K+].[CH3:26][N:27]([CH:29]=O)C. Product: [C:8]([O:21][C:20]([N:27]1[CH2:29][CH:10]=[C:11]([C:7]2[CH:16]=[CH:15][CH:14]=[C:13]3[C:8]=2[CH:9]=[CH:10][C:11]([CH3:17])=[N:12]3)[CH2:17][CH2:26]1)=[O:23])([CH3:13])([CH3:9])[CH3:7]. The catalyst class is: 140. (3) Reactant: [H-].[Na+].[Br:3][C:4]1[NH:5][C:6]([Br:10])=[C:7]([Br:9])[N:8]=1.I[CH2:12][CH3:13]. Product: [Br:3][C:4]1[N:5]([CH2:12][CH3:13])[C:6]([Br:10])=[C:7]([Br:9])[N:8]=1. The catalyst class is: 3. (4) Reactant: [Br:1][C:2]1[CH:3]=[C:4]([CH2:22][OH:23])[C:5]2[O:14][C:13]3[CH2:12][CH2:11][N:10]([C:15]([O:17][C:18]([CH3:21])([CH3:20])[CH3:19])=[O:16])[CH2:9][C:8]=3[C:6]=2[CH:7]=1.C(N(CC)CC)C.[CH3:31][S:32](Cl)(=[O:34])=[O:33].C(=O)(O)[O-].[Na+]. Product: [Br:1][C:2]1[CH:3]=[C:4]([CH2:22][O:23][S:32]([CH3:31])(=[O:34])=[O:33])[C:5]2[O:14][C:13]3[CH2:12][CH2:11][N:10]([C:15]([O:17][C:18]([CH3:20])([CH3:19])[CH3:21])=[O:16])[CH2:9][C:8]=3[C:6]=2[CH:7]=1. The catalyst class is: 4. (5) Reactant: C(OC(=O)[NH:7][C@H:8]1[CH2:13][CH2:12][C@@H:11]([CH2:14][NH:15][C:16](=[O:31])[C:17]2[CH:22]=[C:21]([C:23]([F:26])([F:25])[F:24])[CH:20]=[C:19]([C:27]([F:30])([F:29])[F:28])[CH:18]=2)[CH2:10][CH2:9]1)(C)(C)C.[C:33]([OH:39])([C:35]([F:38])([F:37])[F:36])=[O:34]. The catalyst class is: 2. Product: [F:36][C:35]([F:38])([F:37])[C:33]([OH:39])=[O:34].[NH2:7][CH:8]1[CH2:9][CH2:10][CH:11]([CH2:14][NH:15][C:16](=[O:31])[C:17]2[CH:22]=[C:21]([C:23]([F:25])([F:26])[F:24])[CH:20]=[C:19]([C:27]([F:28])([F:29])[F:30])[CH:18]=2)[CH2:12][CH2:13]1. (6) Reactant: [S:1]1[C:5]([C:6]([OH:8])=O)=[CH:4][C:3]2[CH:9]=[CH:10][CH:11]=[CH:12][C:2]1=2.Cl.[NH2:14][C:15]1[CH:16]=[CH:17][C:18]([O:23][CH2:24][C:25]([CH3:29])([CH3:28])[CH2:26][OH:27])=[C:19]([CH:22]=1)[C:20]#[N:21]. Product: [C:20]([C:19]1[CH:22]=[C:15]([NH:14][C:6]([C:5]2[S:1][C:2]3[CH:12]=[CH:11][CH:10]=[CH:9][C:3]=3[CH:4]=2)=[O:8])[CH:16]=[CH:17][C:18]=1[O:23][CH2:24][C:25]([CH3:28])([CH3:29])[CH2:26][OH:27])#[N:21]. The catalyst class is: 66. (7) Reactant: [OH-].[CH2:15]([N+]([CH2:15][CH2:16][CH2:17][CH3:18])([CH2:15][CH2:16][CH2:17][CH3:18])[CH2:15][CH2:16][CH2:17][CH3:18])[CH2:16][CH2:17][CH3:18].C(=O)([O-])[O-].[Na+].[Na+].[C:25]1(C)C=CC=[CH:27][C:26]=1[B:31]([OH:33])[OH:32].IC1C=CC=CC=1.CC1C=CC=CC=1C1C=CC=CC=1. Product: [C:17]1([CH3:18])[CH:16]=[CH:15][CH:27]=[C:26]([B:31]([OH:33])[OH:32])[CH:25]=1. The catalyst class is: 11. (8) Reactant: I[C:2]1[CH:8]=[C:7]([O:9][CH3:10])[CH:6]=[CH:5][C:3]=1[NH2:4].C([Sn](CCCC)(CCCC)[C:16]1[O:17][CH:18]=[CH:19][N:20]=1)CCC. Product: [CH3:10][O:9][C:7]1[CH:6]=[CH:5][C:3]([NH2:4])=[C:2]([C:16]2[O:17][CH:18]=[CH:19][N:20]=2)[CH:8]=1. The catalyst class is: 77.